From a dataset of Full USPTO retrosynthesis dataset with 1.9M reactions from patents (1976-2016). Predict the reactants needed to synthesize the given product. (1) The reactants are: [F:1][C:2]1[CH:3]=[C:4]([O:13][CH3:14])[CH:5]=[C:6]2[C:11]=1[N:10]=[CH:9][CH:8]=[C:7]2[OH:12].CN(C1C=CC=CN=1)C.[S:24](O[S:24]([C:27]([F:30])([F:29])[F:28])(=[O:26])=[O:25])([C:27]([F:30])([F:29])[F:28])(=[O:26])=[O:25]. Given the product [F:1][C:2]1[CH:3]=[C:4]([O:13][CH3:14])[CH:5]=[C:6]2[C:11]=1[N:10]=[CH:9][CH:8]=[C:7]2[O:12][S:24]([C:27]([F:30])([F:29])[F:28])(=[O:26])=[O:25], predict the reactants needed to synthesize it. (2) Given the product [Br:1][C:2]1[CH:3]=[C:4]([C:7]([OH:11])=[O:8])[S:5][CH:6]=1, predict the reactants needed to synthesize it. The reactants are: [Br:1][C:2]1[CH:3]=[C:4]([CH:7]=[O:8])[S:5][CH:6]=1.CC(C)=[O:11].OS(O)(=O)=O.O=[Cr](=O)=O.[OH-].[Na+]. (3) Given the product [CH3:65][C:66]([CH3:68])=[O:67].[CH3:65][C:66]([CH3:68])=[O:67].[F:64][C:2]1([F:1])[C:14]2[CH:13]=[C:12]([C:15]3[CH:16]=[CH:17][C:18]4[N:22]=[C:21]([CH:23]5[CH:28]6[CH2:29][CH:25]([CH2:26][CH2:27]6)[N:24]5[C:30]([CH:32]([NH:36][C:37](=[O:38])[OH:39])[CH:33]([CH3:35])[CH3:34])=[O:31])[NH:20][C:19]=4[CH:40]=3)[CH:11]=[CH:10][C:9]=2[C:8]2[C:3]1=[CH:4][C:5]([C:41]1[NH:42][C:43]([CH:46]3[CH2:52][C:49]4([CH2:50][CH2:51]4)[CH2:48][N:47]3[C:53](=[O:63])[CH:54]([NH:58][C:59]([O:61][CH3:62])=[O:60])[CH:55]([CH3:56])[CH3:57])=[N:44][CH:45]=1)=[CH:6][CH:7]=2, predict the reactants needed to synthesize it. The reactants are: [F:1][C:2]1([F:64])[C:14]2[CH:13]=[C:12]([C:15]3[CH:16]=[CH:17][C:18]4[N:22]=[C:21]([CH:23]5[CH:28]6[CH2:29][CH:25]([CH2:26][CH2:27]6)[N:24]5[C:30]([CH:32]([NH:36][C:37](=[O:39])[OH:38])[CH:33]([CH3:35])[CH3:34])=[O:31])[NH:20][C:19]=4[CH:40]=3)[CH:11]=[CH:10][C:9]=2[C:8]2[C:3]1=[CH:4][C:5]([C:41]1[NH:42][C:43]([CH:46]3[CH2:52][C:49]4([CH2:51][CH2:50]4)[CH2:48][N:47]3[C:53](=[O:63])[CH:54]([NH:58][C:59]([O:61][CH3:62])=[O:60])[CH:55]([CH3:57])[CH3:56])=[N:44][CH:45]=1)=[CH:6][CH:7]=2.[CH3:65][C:66]([CH3:68])=[O:67]. (4) Given the product [Cl:23][C:24]1[CH:29]=[CH:28][CH:27]=[CH:26][C:25]=1[CH2:30][C:31]([N:3]1[C:11]2[C:6](=[CH:7][C:8]([C:12]3[C:20]4[C:15](=[N:16][CH:17]=[N:18][C:19]=4[NH2:21])[N:14]([CH3:22])[N:13]=3)=[CH:9][CH:10]=2)[CH2:5][CH2:4]1)=[O:32], predict the reactants needed to synthesize it. The reactants are: Cl.Cl.[NH:3]1[C:11]2[C:6](=[CH:7][C:8]([C:12]3[C:20]4[C:15](=[N:16][CH:17]=[N:18][C:19]=4[NH2:21])[N:14]([CH3:22])[N:13]=3)=[CH:9][CH:10]=2)[CH2:5][CH2:4]1.[Cl:23][C:24]1[CH:29]=[CH:28][CH:27]=[CH:26][C:25]=1[CH2:30][C:31](O)=[O:32].CN(C(ON1N=NC2C=CC=NC1=2)=[N+](C)C)C.F[P-](F)(F)(F)(F)F.CCN(C(C)C)C(C)C. (5) Given the product [CH3:1][O:2][C:3]1[N:8]=[C:7]([C:9]2[CH:10]=[C:11]([CH2:12][OH:13])[CH:14]=[CH:15][CH:16]=2)[CH:6]=[C:5]([NH:17][CH2:18][CH2:19][C:20]2[CH:21]=[CH:22][C:23]([O:26][CH3:27])=[CH:24][CH:25]=2)[N:4]=1, predict the reactants needed to synthesize it. The reactants are: [CH3:1][O:2][C:3]1[N:8]=[C:7]([C:9]2[CH:10]=[C:11]([CH:14]=[CH:15][CH:16]=2)[CH:12]=[O:13])[CH:6]=[C:5]([NH:17][CH2:18][CH2:19][C:20]2[CH:25]=[CH:24][C:23]([O:26][CH3:27])=[CH:22][CH:21]=2)[N:4]=1.[BH4-].[Na+]. (6) Given the product [NH2:8][C:9]1[CH:17]=[CH:16][CH:15]=[C:14]([Cl:18])[C:10]=1[C:11]([O:13][CH3:1])=[O:12], predict the reactants needed to synthesize it. The reactants are: [CH3:1][Si](C=[N+]=[N-])(C)C.[NH2:8][C:9]1[CH:17]=[CH:16][CH:15]=[C:14]([Cl:18])[C:10]=1[C:11]([OH:13])=[O:12].C1C=CC=CC=1. (7) Given the product [Cl:13][C:14]1[N:19]=[CH:18][C:17]([N:20]2[C:33](=[O:34])[C@:32]([CH2:37][CH3:38])([CH3:39])[NH:31][C:5]2=[O:11])=[CH:16][N:15]=1, predict the reactants needed to synthesize it. The reactants are: ClC(Cl)(O[C:5](=[O:11])OC(Cl)(Cl)Cl)Cl.[Cl:13][C:14]1[N:19]=[CH:18][C:17]([NH2:20])=[CH:16][N:15]=1.CCN(C(C)C)C(C)C.Cl.[NH2:31][C@:32]([CH3:39])([CH2:37][CH3:38])[C:33](OC)=[O:34].